Predict the product of the given reaction. From a dataset of Forward reaction prediction with 1.9M reactions from USPTO patents (1976-2016). (1) Given the reactants CC([Si](C1C=CC=CC=1)(C1C=CC=CC=1)[O:6][CH2:7][C@H:8]([CH3:23])[C@@H:9]([NH:16][S@@](C(C)(C)C)=O)[C:10]1[CH:15]=[CH:14][CH:13]=[CH:12][CH:11]=1)(C)C.Cl.Br[C:38]1[C:39](=[O:56])[N:40]([C:45]2[CH:46]=[C:47]([CH:52]=[CH:53][C:54]=2[CH3:55])[C:48]([O:50][CH3:51])=[O:49])[CH:41]=[C:42](Br)[N:43]=1.C(N(CC)C(C)C)(C)C, predict the reaction product. The product is: [OH:6][CH2:7][C@H:8]([CH3:23])[C@@H:9]([NH:16][C:38]1[C:39](=[O:56])[N:40]([C:45]2[CH:46]=[C:47]([CH:52]=[CH:53][C:54]=2[CH3:55])[C:48]([O:50][CH3:51])=[O:49])[CH:41]=[CH:42][N:43]=1)[C:10]1[CH:11]=[CH:12][CH:13]=[CH:14][CH:15]=1. (2) The product is: [CH2:1]([C:5]1[N:6]=[CH:7][N:8]([CH2:35][C:36]2[CH:41]=[CH:40][C:39]([F:42])=[CH:38][CH:37]=2)[C:9](=[O:26])[C:10]=1[CH2:11][C:12]1[CH:17]=[CH:16][C:15]([C:18]2[C:19]([C:24]#[N:25])=[CH:20][CH:21]=[CH:22][CH:23]=2)=[CH:14][CH:13]=1)[CH2:2][CH2:3][CH3:4]. Given the reactants [CH2:1]([C:5]1[N:6]=[CH:7][NH:8][C:9](=[O:26])[C:10]=1[CH2:11][C:12]1[CH:17]=[CH:16][C:15]([C:18]2[C:19]([C:24]#[N:25])=[CH:20][CH:21]=[CH:22][CH:23]=2)=[CH:14][CH:13]=1)[CH2:2][CH2:3][CH3:4].[H-].[Na+].CN(C)C=O.Br[CH2:35][C:36]1[CH:41]=[CH:40][C:39]([F:42])=[CH:38][CH:37]=1, predict the reaction product.